This data is from Full USPTO retrosynthesis dataset with 1.9M reactions from patents (1976-2016). The task is: Predict the reactants needed to synthesize the given product. The reactants are: [OH:1][CH:2]1[CH2:7][CH2:6][CH2:5][N:4]([C:8]2[N:9]=[C:10]3[CH:27]=[C:26](/[CH:28]=[CH:29]/[C:30]4[S:31][CH:32]=[C:33]([CH:35]([CH3:37])[CH3:36])[N:34]=4)[CH:25]=[CH:24][N:11]3[C:12](=[O:23])[C:13]=2/[CH:14]=[CH:15]/[C:16]([O:18]C(C)(C)C)=[O:17])[CH2:3]1.Cl. Given the product [OH:1][CH:2]1[CH2:7][CH2:6][CH2:5][N:4]([C:8]2[N:9]=[C:10]3[CH:27]=[C:26](/[CH:28]=[CH:29]/[C:30]4[S:31][CH:32]=[C:33]([CH:35]([CH3:37])[CH3:36])[N:34]=4)[CH:25]=[CH:24][N:11]3[C:12](=[O:23])[C:13]=2/[CH:14]=[CH:15]/[C:16]([OH:18])=[O:17])[CH2:3]1, predict the reactants needed to synthesize it.